From a dataset of Buchwald-Hartwig C-N cross coupling reaction yields with 55,370 reactions. Predict the reaction yield, written as a fraction of the theoretical maximum amount of product (1.0 means a 100% yield; for example, 0.34 means a 34% yield). (1) The reactants are FC(F)(F)c1ccc(I)cc1.Cc1ccc(N)cc1.O=S(=O)(O[Pd]1c2ccccc2-c2ccccc2N~1)C(F)(F)F.COc1ccc(OC)c(P([C@]23C[C@H]4C[C@H](C[C@H](C4)C2)C3)[C@]23C[C@H]4C[C@H](C[C@H](C4)C2)C3)c1-c1c(C(C)C)cc(C(C)C)cc1C(C)C.CN(C)C(=NC(C)(C)C)N(C)C.c1ccc(-c2cnoc2)cc1. No catalyst specified. The product is Cc1ccc(Nc2ccc(C(F)(F)F)cc2)cc1. The yield is 0.357. (2) The reactants are FC(F)(F)c1ccc(Cl)cc1.Cc1ccc(N)cc1.O=S(=O)(O[Pd]1c2ccccc2-c2ccccc2N~1)C(F)(F)F.COc1ccc(OC)c(P([C@]23C[C@H]4C[C@H](C[C@H](C4)C2)C3)[C@]23C[C@H]4C[C@H](C[C@H](C4)C2)C3)c1-c1c(C(C)C)cc(C(C)C)cc1C(C)C.CCN=P(N=P(N(C)C)(N(C)C)N(C)C)(N(C)C)N(C)C.Cc1ccno1. No catalyst specified. The product is Cc1ccc(Nc2ccc(C(F)(F)F)cc2)cc1. The yield is 0.0192. (3) The reactants are CCc1ccc(I)cc1.Cc1ccc(N)cc1.O=S(=O)(O[Pd]1c2ccccc2-c2ccccc2N~1)C(F)(F)F.CC(C)c1cc(C(C)C)c(-c2ccccc2P(C(C)(C)C)C(C)(C)C)c(C(C)C)c1.CN1CCCN2CCCN=C12.Fc1cccc(F)c1-c1ccno1. No catalyst specified. The product is CCc1ccc(Nc2ccc(C)cc2)cc1. The yield is 0.721. (4) The reactants are Ic1ccccn1.Cc1ccc(N)cc1.O=S(=O)(O[Pd]1c2ccccc2-c2ccccc2N~1)C(F)(F)F.CC(C)c1cc(C(C)C)c(-c2ccccc2P(C2CCCCC2)C2CCCCC2)c(C(C)C)c1.CCN=P(N=P(N(C)C)(N(C)C)N(C)C)(N(C)C)N(C)C.c1ccc2nocc2c1. No catalyst specified. The product is Cc1ccc(Nc2ccccn2)cc1. The yield is 0.130. (5) No catalyst specified. The reactants are COc1ccc(Cl)cc1.Cc1ccc(N)cc1.O=S(=O)(O[Pd]1c2ccccc2-c2ccccc2N~1)C(F)(F)F.COc1ccc(OC)c(P(C(C)(C)C)C(C)(C)C)c1-c1c(C(C)C)cc(C(C)C)cc1C(C)C.CN(C)C(=NC(C)(C)C)N(C)C.c1ccc(CN(Cc2ccccc2)c2ccon2)cc1. The yield is 0.400. The product is COc1ccc(Nc2ccc(C)cc2)cc1. (6) The reactants are FC(F)(F)c1ccc(I)cc1.Cc1ccc(N)cc1.O=S(=O)(O[Pd]1c2ccccc2-c2ccccc2N~1)C(F)(F)F.COc1ccc(OC)c(P([C@]23C[C@H]4C[C@H](C[C@H](C4)C2)C3)[C@]23C[C@H]4C[C@H](C[C@H](C4)C2)C3)c1-c1c(C(C)C)cc(C(C)C)cc1C(C)C.CN(C)C(=NC(C)(C)C)N(C)C.c1ccc2nocc2c1. No catalyst specified. The product is Cc1ccc(Nc2ccc(C(F)(F)F)cc2)cc1. The yield is 0.0810. (7) The reactants are COc1ccc(Br)cc1.Cc1ccc(N)cc1.O=S(=O)(O[Pd]1c2ccccc2-c2ccccc2N~1)C(F)(F)F.COc1ccc(OC)c(P([C@]23C[C@H]4C[C@H](C[C@H](C4)C2)C3)[C@]23C[C@H]4C[C@H](C[C@H](C4)C2)C3)c1-c1c(C(C)C)cc(C(C)C)cc1C(C)C.CCN=P(N=P(N(C)C)(N(C)C)N(C)C)(N(C)C)N(C)C.c1ccc(CN(Cc2ccccc2)c2ccno2)cc1. No catalyst specified. The product is COc1ccc(Nc2ccc(C)cc2)cc1. The yield is 0.290. (8) The reactants are COc1ccc(I)cc1.Cc1ccc(N)cc1.O=S(=O)(O[Pd]1c2ccccc2-c2ccccc2N~1)C(F)(F)F.CC(C)c1cc(C(C)C)c(-c2ccccc2P(C(C)(C)C)C(C)(C)C)c(C(C)C)c1.CCN=P(N=P(N(C)C)(N(C)C)N(C)C)(N(C)C)N(C)C.CCOC(=O)c1cnoc1. No catalyst specified. The product is COc1ccc(Nc2ccc(C)cc2)cc1. The yield is 0.0388. (9) The reactants are FC(F)(F)c1ccc(I)cc1.Cc1ccc(N)cc1.O=S(=O)(O[Pd]1c2ccccc2-c2ccccc2N~1)C(F)(F)F.COc1ccc(OC)c(P(C(C)(C)C)C(C)(C)C)c1-c1c(C(C)C)cc(C(C)C)cc1C(C)C.CN1CCCN2CCCN=C12.c1ccc2nocc2c1. No catalyst specified. The product is Cc1ccc(Nc2ccc(C(F)(F)F)cc2)cc1. The yield is 0.321.